This data is from Aqueous solubility values for 9,982 compounds from the AqSolDB database. The task is: Regression/Classification. Given a drug SMILES string, predict its absorption, distribution, metabolism, or excretion properties. Task type varies by dataset: regression for continuous measurements (e.g., permeability, clearance, half-life) or binary classification for categorical outcomes (e.g., BBB penetration, CYP inhibition). For this dataset (solubility_aqsoldb), we predict Y. The drug is FC(Cl)(Cl)Cl. The Y is -2.10 log mol/L.